Dataset: Reaction yield outcomes from USPTO patents with 853,638 reactions. Task: Predict the reaction yield, written as a fraction of the theoretical maximum amount of product (1.0 means a 100% yield; for example, 0.34 means a 34% yield). (1) The reactants are O[CH2:2][CH2:3][NH:4][CH2:5][C:6]([NH:8][C:9]1[CH:14]=[CH:13][C:12]([S:15][CH3:16])=[CH:11][CH:10]=1)=[O:7].P(CCCC)(CCCC)CCCC.C1C=CC(COC(/N=N/C(OCC2C=CC=CC=2)=O)=O)=CC=1. The catalyst is CCOC(C)=O. The product is [CH3:16][S:15][C:12]1[CH:13]=[CH:14][C:9]([N:8]2[CH2:2][CH2:3][NH:4][CH2:5][C:6]2=[O:7])=[CH:10][CH:11]=1. The yield is 0.420. (2) The product is [F:22][C:2]([F:21])([F:1])[C:3]1[CH:4]=[C:5]([C:9]2[CH:10]=[CH:11][C:12]3[N:18]4[CH2:19][C@H:15]([CH2:16][CH2:17]4)[N:14]([C:30]([O:32][C:33]4[CH:38]=[CH:37][CH:36]=[CH:35][CH:34]=4)=[O:31])[C:13]=3[N:20]=2)[CH:6]=[CH:7][CH:8]=1. The reactants are [F:1][C:2]([F:22])([F:21])[C:3]1[CH:4]=[C:5]([C:9]2[CH:10]=[CH:11][C:12]3[N:18]4[CH2:19][C@H:15]([CH2:16][CH2:17]4)[NH:14][C:13]=3[N:20]=2)[CH:6]=[CH:7][CH:8]=1.N1C=CC=CC=1.Cl[C:30]([O:32][C:33]1[CH:38]=[CH:37][CH:36]=[CH:35][CH:34]=1)=[O:31]. The catalyst is C(Cl)Cl. The yield is 0.840. (3) The reactants are [CH3:1][O:2][C:3]1[CH:11]=[C:10]2[C:6]([C:7]([C:12]#[N:13])=[CH:8][NH:9]2)=[CH:5][CH:4]=1.[CH3:14][C:15]([O:18][C:19](O[C:19]([O:18][C:15]([CH3:17])([CH3:16])[CH3:14])=[O:20])=[O:20])([CH3:17])[CH3:16].O. The catalyst is C(Cl)Cl.CN(C1C=CN=CC=1)C. The product is [C:15]([O:18][C:19]([N:9]1[C:10]2[C:6](=[CH:5][CH:4]=[C:3]([O:2][CH3:1])[CH:11]=2)[C:7]([C:12]#[N:13])=[CH:8]1)=[O:20])([CH3:17])([CH3:16])[CH3:14]. The yield is 0.860.